From a dataset of Peptide-MHC class I binding affinity with 185,985 pairs from IEDB/IMGT. Regression. Given a peptide amino acid sequence and an MHC pseudo amino acid sequence, predict their binding affinity value. This is MHC class I binding data. (1) The peptide sequence is FSPENKAFK. The MHC is HLA-A68:01 with pseudo-sequence HLA-A68:01. The binding affinity (normalized) is 0.548. (2) The peptide sequence is IFMLQKCDL. The MHC is HLA-A01:01 with pseudo-sequence HLA-A01:01. The binding affinity (normalized) is 0.0847. (3) The peptide sequence is ELIDNEFTEV. The MHC is HLA-A02:01 with pseudo-sequence HLA-A02:01. The binding affinity (normalized) is 0.626. (4) The peptide sequence is AARHKHQVM. The MHC is HLA-B57:01 with pseudo-sequence HLA-B57:01. The binding affinity (normalized) is 0.0847. (5) The binding affinity (normalized) is 0.0847. The peptide sequence is KRSQDSPLK. The MHC is HLA-A01:01 with pseudo-sequence HLA-A01:01. (6) The peptide sequence is LPFPFLYKFLL. The MHC is HLA-B18:01 with pseudo-sequence HLA-B18:01. The binding affinity (normalized) is 0.434. (7) The peptide sequence is RELLKSLSGL. The MHC is HLA-B45:01 with pseudo-sequence HLA-B45:01. The binding affinity (normalized) is 0. (8) The peptide sequence is RLPAYAPLL. The MHC is BoLA-HD6 with pseudo-sequence BoLA-HD6. The binding affinity (normalized) is 0.502.